Dataset: Reaction yield outcomes from USPTO patents with 853,638 reactions. Task: Predict the reaction yield, written as a fraction of the theoretical maximum amount of product (1.0 means a 100% yield; for example, 0.34 means a 34% yield). (1) The reactants are Br[C:2]1[CH:3]=[CH:4][C:5]2[N:9]=[CH:8][N:7]([C:10]3[CH:15]=[CH:14][CH:13]=[CH:12][CH:11]=3)[C:6]=2[CH:16]=1.[CH2:17]1[C:26]2[C:21](=[CH:22][CH:23]=[CH:24][CH:25]=2)[CH2:20][CH2:19][N:18]1[CH2:27][CH:28]([OH:46])[CH2:29][O:30][C:31]1[CH:36]=[CH:35][CH:34]=[C:33](B2OC(C)(C)C(C)(C)O2)[CH:32]=1.C([O-])([O-])=O.[K+].[K+].O1CCOCC1. The catalyst is C1C=CC(P(C2C=CC=CC=2)[C-]2C=CC=C2)=CC=1.C1C=CC(P(C2C=CC=CC=2)[C-]2C=CC=C2)=CC=1.Cl[Pd]Cl.[Fe+2].O. The product is [CH2:17]1[C:26]2[C:21](=[CH:22][CH:23]=[CH:24][CH:25]=2)[CH2:20][CH2:19][N:18]1[CH2:27][CH:28]([OH:46])[CH2:29][O:30][C:31]1[CH:36]=[CH:35][CH:34]=[C:33]([C:2]2[CH:3]=[CH:4][C:5]3[N:9]=[CH:8][N:7]([C:10]4[CH:15]=[CH:14][CH:13]=[CH:12][CH:11]=4)[C:6]=3[CH:16]=2)[CH:32]=1. The yield is 0.438. (2) The reactants are [NH2:1][C:2]1[CH:3]=[CH:4][C:5]([CH3:11])=[C:6]([CH:10]=1)[C:7]([OH:9])=[O:8].[F:12][C:13]1[C:20]([F:21])=[C:19]([C:22]([F:25])([F:24])[F:23])[C:18]([F:26])=[C:17]([F:27])[C:14]=1[CH2:15]Br. The catalyst is CN(C=O)C. The product is [CH3:11][C:5]1[CH:4]=[CH:3][C:2]([NH:1][CH2:15][C:14]2[C:17]([F:27])=[C:18]([F:26])[C:19]([C:22]([F:23])([F:25])[F:24])=[C:20]([F:21])[C:13]=2[F:12])=[CH:10][C:6]=1[C:7]([OH:9])=[O:8]. The yield is 0.270. (3) The reactants are [OH:1][C:2]1[CH:7]=[CH:6][C:5]([C@H:8]([NH:10][C:11](=[O:17])[O:12][C:13]([CH3:16])([CH3:15])[CH3:14])[CH3:9])=[CH:4][CH:3]=1. The catalyst is CO.[Rh]. The product is [OH:1][CH:2]1[CH2:7][CH2:6][CH:5]([C@H:8]([NH:10][C:11](=[O:17])[O:12][C:13]([CH3:16])([CH3:15])[CH3:14])[CH3:9])[CH2:4][CH2:3]1. The yield is 0.610. (4) The reactants are [Br:1][C:2]1[CH:3]=[C:4]([NH:9][CH:10]2[CH2:15][CH2:14][N:13]([C@H:16]3[CH2:21][CH2:20][C@H:19]([O:22][CH2:23][CH2:24][CH3:25])[CH2:18][CH2:17]3)[CH2:12][CH2:11]2)[C:5]([NH2:8])=[CH:6][CH:7]=1.C(N(C(C)C)CC)(C)C.[Cl:35][C:36](Cl)([O:38]C(=O)OC(Cl)(Cl)Cl)Cl. The catalyst is ClCCl. The product is [ClH:35].[Br:1][C:2]1[CH:7]=[CH:6][C:5]2[NH:8][C:36](=[O:38])[N:9]([CH:10]3[CH2:15][CH2:14][N:13]([C@H:16]4[CH2:21][CH2:20][C@H:19]([O:22][CH2:23][CH2:24][CH3:25])[CH2:18][CH2:17]4)[CH2:12][CH2:11]3)[C:4]=2[CH:3]=1. The yield is 0.650. (5) The reactants are O[Li].O.[Br:4][C:5]1[CH:6]=[CH:7][C:8]2[N:9]([CH2:19][CH:20]3[O:24]C(=O)[N:22]([C:26]4[CH:31]=[CH:30][CH:29]=[CH:28][N:27]=4)[CH2:21]3)[C:10]3[C:15]([C:16]=2[CH:17]=1)=[CH:14][C:13]([Br:18])=[CH:12][CH:11]=3. The catalyst is C1COCC1.O. The product is [Br:18][C:13]1[CH:12]=[CH:11][C:10]2[N:9]([CH2:19][CH:20]([OH:24])[CH2:21][NH:22][C:26]3[CH:31]=[CH:30][CH:29]=[CH:28][N:27]=3)[C:8]3[C:16]([C:15]=2[CH:14]=1)=[CH:17][C:5]([Br:4])=[CH:6][CH:7]=3. The yield is 0.410. (6) The reactants are Br[C:2]1[C:3]([C:9](O)=O)=[N:4][CH:5]=[C:6]([CH3:8])[CH:7]=1.C([O-])([O-])=O.[K+].[K+].[N:18]1[NH:19][N:20]=[CH:21][CH:22]=1.C[N:24](C=O)C. No catalyst specified. The product is [CH3:8][C:6]1[CH:7]=[C:2]([N:19]2[N:20]=[CH:21][CH:22]=[N:18]2)[C:3]([C:9]#[N:24])=[N:4][CH:5]=1.[CH3:8][C:6]1[CH:7]=[C:2]([N:18]2[CH:22]=[CH:21][N:20]=[N:19]2)[C:3]([C:9]#[N:24])=[N:4][CH:5]=1. The yield is 0.350. (7) The reactants are C(OC([N:11]1[CH2:16][CH2:15][CH2:14][CH2:13][N:12]1[C:17]([O:19][C:20]([CH3:23])([CH3:22])[CH3:21])=[O:18])=O)C1C=CC=CC=1. The catalyst is CO.[C].[Pd]. The product is [C:20]([O:19][C:17]([N:12]1[CH2:13][CH2:14][CH2:15][CH2:16][NH:11]1)=[O:18])([CH3:23])([CH3:21])[CH3:22]. The yield is 0.850. (8) The reactants are [CH2:1]([N:3]1[C:11]2[C:6](=[CH:7][CH:8]=[C:9]([O:12][CH3:13])[CH:10]=2)[CH:5]=[CH:4]1)[CH3:2].O=P(Cl)(Cl)Cl.CN([CH:22]=[O:23])C. No catalyst specified. The product is [CH2:1]([N:3]1[C:11]2[C:6](=[CH:7][CH:8]=[C:9]([O:12][CH3:13])[CH:10]=2)[C:5]([CH:22]=[O:23])=[CH:4]1)[CH3:2]. The yield is 0.810. (9) The reactants are C(O[C:4](=[O:20])[C:5](=[CH:11][NH:12][C:13]1[CH:18]=[CH:17][C:16]([I:19])=[CH:15][CH:14]=1)[C:6]([O:8][CH2:9][CH3:10])=[O:7])C.C(O)C. The catalyst is C1(OC2C=CC=CC=2)C=CC=CC=1. The product is [CH2:9]([O:8][C:6]([C:5]1[C:4](=[O:20])[C:14]2[C:13](=[CH:18][CH:17]=[C:16]([I:19])[CH:15]=2)[NH:12][CH:11]=1)=[O:7])[CH3:10]. The yield is 0.830. (10) The reactants are [CH3:1][C:2]1([CH3:14])[O:7][CH:6]([CH2:8][S:9][CH3:10])[CH:5]([CH2:11][NH:12][CH3:13])[CH2:4][O:3]1.[CH:15]1[N:16]=[C:17]2[CH2:24][CH:23]=[N:22][C:18]2=[C:19]([NH2:21])[N:20]=1.[CH2:25]=O.N.CO. The catalyst is O1CCOCC1.O.C(Cl)Cl. The product is [NH3:12].[CH3:2][OH:3].[CH3:1][C:2]1([CH3:14])[O:7][CH:6]([CH2:8][S:9][CH3:10])[CH:5]([CH2:11][N:12]([CH2:25][C:24]2[C:17]3[N:16]=[CH:15][N:20]=[C:19]([NH2:21])[C:18]=3[NH:22][CH:23]=2)[CH3:13])[CH2:4][O:3]1. The yield is 0.100.